This data is from Reaction yield outcomes from USPTO patents with 853,638 reactions. The task is: Predict the reaction yield, written as a fraction of the theoretical maximum amount of product (1.0 means a 100% yield; for example, 0.34 means a 34% yield). The reactants are [C:1]([C:5]1[CH:10]=[CH:9][C:8](Br)=[CH:7][CH:6]=1)([CH3:4])([CH3:3])[CH3:2].[NH:12]1[CH2:17][CH2:16][O:15][CH2:14][CH2:13]1.CC(C)([O-])C.[Na+]. No catalyst specified. The product is [C:1]([C:5]1[CH:10]=[CH:9][C:8]([N:12]2[CH2:17][CH2:16][O:15][CH2:14][CH2:13]2)=[CH:7][CH:6]=1)([CH3:4])([CH3:3])[CH3:2]. The yield is 0.820.